Dataset: Full USPTO retrosynthesis dataset with 1.9M reactions from patents (1976-2016). Task: Predict the reactants needed to synthesize the given product. Given the product [CH3:1][O:2][C:3]1[CH:8]=[CH:7][N:6]=[C:5]([CH2:9][NH2:10])[N:4]=1, predict the reactants needed to synthesize it. The reactants are: [CH3:1][O:2][C:3]1[CH:8]=[CH:7][N:6]=[C:5]([C:9]#[N:10])[N:4]=1.